The task is: Predict which catalyst facilitates the given reaction.. This data is from Catalyst prediction with 721,799 reactions and 888 catalyst types from USPTO. (1) Reactant: O[CH2:2][CH2:3][CH2:4][C:5]1[CH:12]=[CH:11][C:8]([C:9]#[N:10])=[CH:7][CH:6]=1.C1(P(C2C=CC=CC=2)C2C=CC=CC=2)C=CC=CC=1.C(Br)(Br)(Br)[Br:33]. Product: [Br:33][CH2:2][CH2:3][CH2:4][C:5]1[CH:12]=[CH:11][C:8]([C:9]#[N:10])=[CH:7][CH:6]=1. The catalyst class is: 2. (2) Reactant: C[O:2][C:3](=[O:24])[CH2:4][C:5]1[CH:10]=[C:9]([Cl:11])[C:8]([NH:12][C:13]2[S:14][C:15]3[CH:21]=[CH:20][C:19]([F:22])=[CH:18][C:16]=3[N:17]=2)=[CH:7][C:6]=1[F:23].[OH-].[Na+].Cl. Product: [Cl:11][C:9]1[C:8]([NH:12][C:13]2[S:14][C:15]3[CH:21]=[CH:20][C:19]([F:22])=[CH:18][C:16]=3[N:17]=2)=[CH:7][C:6]([F:23])=[C:5]([CH2:4][C:3]([OH:24])=[O:2])[CH:10]=1. The catalyst class is: 7. (3) Reactant: Br[C:2]1[CH:3]=[C:4]2[CH:10]=[N:9][N:8]([CH3:11])[C:5]2=[N:6][CH:7]=1.[C:12]1([C:18]([C:20]2[CH:25]=[CH:24][CH:23]=[CH:22][CH:21]=2)=[NH:19])[CH:17]=[CH:16][CH:15]=[CH:14][CH:13]=1.C1C=CC(P(C2C=CC3C(=CC=CC=3)C=2C2C3C(=CC=CC=3)C=CC=2P(C2C=CC=CC=2)C2C=CC=CC=2)C2C=CC=CC=2)=CC=1.CC(C)([O-])C.[Na+]. Product: [C:20]1([C:18]([C:12]2[CH:13]=[CH:14][CH:15]=[CH:16][CH:17]=2)=[N:19][C:2]2[CH:3]=[C:4]3[CH:10]=[N:9][N:8]([CH3:11])[C:5]3=[N:6][CH:7]=2)[CH:21]=[CH:22][CH:23]=[CH:24][CH:25]=1. The catalyst class is: 11. (4) Reactant: [C:1]([N:5]1[CH2:9][C@@H:8]([C:10]2[CH:15]=[CH:14][C:13]([F:16])=[CH:12][C:11]=2[F:17])[C@H:7]([C:18](O)=[O:19])[CH2:6]1)([CH3:4])([CH3:3])[CH3:2].C[N:22]1[CH2:27][CH2:26]O[CH2:24][CH2:23]1.[CH:28]1[CH:29]=[CH:30][C:31]2N(O)N=N[C:32]=2[CH:33]=1.[CH2:38](Cl)[CH2:39]Cl.[NH:42]1[CH2:47][CH2:46][NH:45][CH2:44][CH2:43]1.Cl. Product: [C:1]([N:5]1[CH2:9][C@@H:8]([C:10]2[CH:15]=[CH:14][C:13]([F:16])=[CH:12][C:11]=2[F:17])[C@H:7]([C:18]([N:42]2[CH2:47][CH2:46][N:45]([CH:24]([CH:32]3[CH2:31][CH2:30][CH2:29][CH2:28][CH2:33]3)[CH2:23][N:22]([CH2:38][CH3:39])[CH2:27][CH3:26])[CH2:44][CH2:43]2)=[O:19])[CH2:6]1)([CH3:4])([CH3:3])[CH3:2]. The catalyst class is: 4. (5) Reactant: N[C:2]1[CH:3]=[C:4]2[C:9](=[CH:10][CH:11]=1)[C:8](=[O:12])[N:7](C1CCCCC1NS(C)(=O)=O)[CH:6](C1C=CC(Cl)=CC=1Cl)[CH:5]2[C:32]([NH:34][O:35][CH2:36][C:37]1[CH:42]=[CH:41][CH:40]=[CH:39][N:38]=1)=[O:33].C=O.S(=O)(=O)(O)O.[BH4-].[Na+]. Product: [O:12]=[C:8]1[C:9]2[C:4](=[CH:3][CH:2]=[CH:11][CH:10]=2)[CH:5]([C:32]([NH:34][O:35][CH2:36][C:37]2[CH:42]=[CH:41][CH:40]=[CH:39][N:38]=2)=[O:33])[CH2:6][NH:7]1. The catalyst class is: 1. (6) Product: [F:17][C:4]1[CH:3]=[N:13][C:12]2[C:7]([C:5]=1[OH:6])=[N:8][C:9]([CH3:16])=[CH:10][CH:11]=2. Reactant: CN(C)/[CH:3]=[C:4](\[F:17])/[C:5]([C:7]1[C:12]([N+:13]([O-])=O)=[CH:11][CH:10]=[C:9]([CH3:16])[N:8]=1)=[O:6].[Cl-].[NH4+]. The catalyst class is: 406. (7) Reactant: [NH2:1][C:2]1[CH:6]=[CH:5][S:4][C:3]=1[C:7]([O:9][CH3:10])=[O:8].N1C=CC=CC=1.[F:17][C:18]([F:29])([F:28])[C:19](O[C:19](=[O:20])[C:18]([F:29])([F:28])[F:17])=[O:20]. Product: [F:17][C:18]([F:29])([F:28])[C:19]([NH:1][C:2]1[CH:6]=[CH:5][S:4][C:3]=1[C:7]([O:9][CH3:10])=[O:8])=[O:20]. The catalyst class is: 23. (8) Reactant: [C:1]([O:5][C:6](=[O:27])[NH:7][C:8]1[CH:13]=[CH:12][C:11]([CH2:14][C:15](=O)[CH3:16])=[C:10]([C:18](=O)[C:19]2[CH:24]=[CH:23][C:22]([Cl:25])=[CH:21][CH:20]=2)[CH:9]=1)([CH3:4])([CH3:3])[CH3:2].O.[NH2:29][NH2:30].O. Product: [C:1]([O:5][C:6](=[O:27])[NH:7][C:8]1[CH:13]=[CH:12][C:11]2[CH2:14][C:15]([CH3:16])=[N:29][N:30]=[C:18]([C:19]3[CH:24]=[CH:23][C:22]([Cl:25])=[CH:21][CH:20]=3)[C:10]=2[CH:9]=1)([CH3:4])([CH3:3])[CH3:2]. The catalyst class is: 8. (9) Reactant: [CH3:1][CH:2]1[CH2:8][O:7][C:6](=[O:9])[N:5]([CH2:10][C:11]2[CH:16]=[CH:15][CH:14]=[CH:13][C:12]=2[N+:17]([O-])=O)[CH2:4][CH2:3]1.[Cl-].[NH4+].O. Product: [NH2:17][C:12]1[CH:13]=[CH:14][CH:15]=[CH:16][C:11]=1[CH2:10][N:5]1[CH2:4][CH2:3][CH:2]([CH3:1])[CH2:8][O:7][C:6]1=[O:9]. The catalyst class is: 186.